From a dataset of Catalyst prediction with 721,799 reactions and 888 catalyst types from USPTO. Predict which catalyst facilitates the given reaction. Reactant: [Cl:1][C:2]1[CH:7]=[CH:6][C:5]([C:8]2[O:17][C:11]3[CH:12]=[N:13][NH:14][C:15](=[O:16])[C:10]=3[CH:9]=2)=[CH:4][CH:3]=1.Br[C:19]1[CH:31]=[CH:30][C:22]([O:23][CH2:24][C:25]2([C:28]#[N:29])[CH2:27][CH2:26]2)=[C:21]([O:32][CH3:33])[CH:20]=1.CNCCNC.C(=O)([O-])[O-].[K+].[K+]. Product: [Cl:1][C:2]1[CH:3]=[CH:4][C:5]([C:8]2[O:17][C:11]3[CH:12]=[N:13][N:14]([C:19]4[CH:31]=[CH:30][C:22]([O:23][CH2:24][C:25]5([C:28]#[N:29])[CH2:27][CH2:26]5)=[C:21]([O:32][CH3:33])[CH:20]=4)[C:15](=[O:16])[C:10]=3[CH:9]=2)=[CH:6][CH:7]=1. The catalyst class is: 419.